From a dataset of Full USPTO retrosynthesis dataset with 1.9M reactions from patents (1976-2016). Predict the reactants needed to synthesize the given product. (1) Given the product [C:93]1([CH:52]([C:46]2[CH:47]=[CH:48][CH:49]=[CH:50][CH:51]=2)[CH2:53][NH:54][C:55]2[N:63]=[C:62]([N:64]3[CH2:68][CH2:67][C@@H:66]([NH:69][C:70]([NH:72][C:73]4[CH:74]=[N:75][CH:76]=[CH:77][CH:78]=4)=[O:71])[CH2:65]3)[N:61]=[C:60]3[C:56]=2[N:57]=[CH:58][N:59]3[C@@H:79]2[CH2:83][C@H:82]([N:84]3[N:88]=[N:87][C:86]([CH2:89][CH3:90])=[N:85]3)[C@@H:81]([OH:91])[C@H:80]2[OH:92])[CH:98]=[CH:97][CH:96]=[CH:95][CH:94]=1, predict the reactants needed to synthesize it. The reactants are: N[C@@H]1CCN(C2N=C3C(N=CN3[C@@H]3C[C@H](N4N=NC(CC)=N4)[C@@H](O)[C@H]3O)=C(NCC(C3C=CC=CC=3)C3C=CC=CC=3)N=2)C1.Cl.[C:46]1([CH:52]([C:93]2[CH:98]=[CH:97][CH:96]=[CH:95][CH:94]=2)[CH2:53][NH:54][C:55]2[N:63]=[C:62]([N:64]3[CH2:68][CH2:67][C@@H:66]([NH:69][C:70]([NH:72][C:73]4[CH:74]=[N:75][CH:76]=[CH:77][CH:78]=4)=[O:71])[CH2:65]3)[N:61]=[C:60]3[C:56]=2[N:57]=[CH:58][N:59]3[C@@H:79]2[CH2:83][C@H:82]([N:84]3[N:88]=[N:87][C:86]([CH2:89][CH3:90])=[N:85]3)[C@@H:81]([OH:91])[C@H:80]2[OH:92])[CH:51]=[CH:50][CH:49]=[CH:48][CH:47]=1. (2) Given the product [C:18]1([N:21]2[C:25]3[CH:26]=[CH:27][C:28]([NH:30][C:2]4[C:11]5[C:6](=[CH:7][CH:8]=[CH:9][CH:10]=5)[C:5]([C:12]5[CH:17]=[CH:16][CH:15]=[CH:14][CH:13]=5)=[N:4][N:3]=4)=[CH:29][C:24]=3[N:23]=[CH:22]2)[CH:33]=[CH:32][CH:31]=[CH:20][CH:19]=1, predict the reactants needed to synthesize it. The reactants are: Cl[C:2]1[C:11]2[C:6](=[CH:7][CH:8]=[CH:9][CH:10]=2)[C:5]([C:12]2[CH:17]=[CH:16][CH:15]=[CH:14][CH:13]=2)=[N:4][N:3]=1.[CH2:18]([N:21]1[C:25]2[CH:26]=[CH:27][C:28]([NH2:30])=[CH:29][C:24]=2[N:23]=[CH:22]1)[C:19]#[CH:20].[CH3:31][CH:32](O)[CH3:33].